This data is from Reaction yield outcomes from USPTO patents with 853,638 reactions. The task is: Predict the reaction yield, written as a fraction of the theoretical maximum amount of product (1.0 means a 100% yield; for example, 0.34 means a 34% yield). (1) The reactants are Br[C:2]1[CH:9]=[CH:8][CH:7]=[CH:6][C:3]=1[C:4]#[N:5].[B:10]1([B:10]2[O:14][C:13]([CH3:16])([CH3:15])[C:12]([CH3:18])([CH3:17])[O:11]2)[O:14][C:13]([CH3:16])([CH3:15])[C:12]([CH3:18])([CH3:17])[O:11]1.C([O-])(=O)C.[K+]. The catalyst is O1CCOCC1.CS(C)=O.C1C=CC([PH+]([C]2[CH][CH][CH][CH]2)C2C=CC=CC=2)=CC=1.C1C=CC([PH+]([C]2[CH][CH][CH][CH]2)C2C=CC=CC=2)=CC=1.C(Cl)Cl.Cl[Pd]Cl.[Fe]. The product is [CH3:17][C:12]1([CH3:18])[C:13]([CH3:16])([CH3:15])[O:14][B:10]([C:2]2[CH:9]=[CH:8][CH:7]=[CH:6][C:3]=2[C:4]#[N:5])[O:11]1. The yield is 0.760. (2) The reactants are [NH2:1][C:2]1[C:9]([NH:10][C:11]2[CH:15]=[C:14]([CH:16]3[CH2:18][CH2:17]3)[NH:13][N:12]=2)=[CH:8][C:7]([NH:19][C@H:20]([C:22]2[CH:27]=[CH:26][C:25]([F:28])=[CH:24][CH:23]=2)[CH3:21])=[CH:6][C:3]=1[C:4]#[N:5].[C:29](O)(=O)C.C(N)=N.C(=O)(O)[O-].[Na+].CCOC(C)=O. The catalyst is CCO. The product is [CH:16]1([C:14]2[NH:13][N:12]=[C:11]([N:10]3[C:9]4[CH:8]=[C:7]([NH:19][C@H:20]([C:22]5[CH:23]=[CH:24][C:25]([F:28])=[CH:26][CH:27]=5)[CH3:21])[CH:6]=[C:3]([C:4]#[N:5])[C:2]=4[N:1]=[CH:29]3)[CH:15]=2)[CH2:18][CH2:17]1. The yield is 0.260.